This data is from Reaction yield outcomes from USPTO patents with 853,638 reactions. The task is: Predict the reaction yield, written as a fraction of the theoretical maximum amount of product (1.0 means a 100% yield; for example, 0.34 means a 34% yield). The reactants are [CH3:1][C:2]1[C:10]2[C:9]([CH2:11][N:12]3[C:16]4[CH:17]=[CH:18][CH:19]=[CH:20][C:15]=4[NH:14][C:13]3=[O:21])=[CH:8][S:7][C:6]=2[CH:5]=[CH:4][CH:3]=1.[Br:22][CH2:23][CH2:24]O.C1(P(C2C=CC=CC=2)C2C=CC=CC=2)C=CC=CC=1.CC(OC(/N=N/C(OC(C)C)=O)=O)C. The catalyst is C1COCC1. The product is [Br:22][CH2:23][CH2:24][N:14]1[C:15]2[CH:20]=[CH:19][CH:18]=[CH:17][C:16]=2[N:12]([CH2:11][C:9]2[C:10]3[C:2]([CH3:1])=[CH:3][CH:4]=[CH:5][C:6]=3[S:7][CH:8]=2)[C:13]1=[O:21]. The yield is 0.550.